Dataset: Forward reaction prediction with 1.9M reactions from USPTO patents (1976-2016). Task: Predict the product of the given reaction. (1) The product is: [O:1]1[CH:5]=[CH:4][CH:3]=[C:2]1[C:6]([NH:8][C:9]1([C:15]([NH:17][CH:18]2[CH2:23][CH2:22][N:21]([C:24]3[CH:29]=[CH:28][C:27]([F:30])=[CH:26][C:25]=3[N:31]3[CH:35]=[CH:39][CH:38]=[CH:37]3)[CH2:20][CH:19]2[OH:32])=[O:16])[CH2:14][CH2:13][CH2:12][CH2:11][CH2:10]1)=[O:7]. Given the reactants [O:1]1[CH:5]=[CH:4][CH:3]=[C:2]1[C:6]([NH:8][C:9]1([C:15]([NH:17][CH:18]2[CH2:23][CH2:22][N:21]([C:24]3[CH:29]=[CH:28][C:27]([F:30])=[CH:26][C:25]=3[NH2:31])[CH2:20][CH:19]2[OH:32])=[O:16])[CH2:14][CH2:13][CH2:12][CH2:11][CH2:10]1)=[O:7].CO[CH:35]1[CH2:39][CH2:38][CH:37](OC)O1, predict the reaction product. (2) Given the reactants [Br:1][C:2]1[CH:3]=[C:4]2[C:9](=[CH:10][CH:11]=1)[NH:8][C:7]([CH3:13])([CH3:12])[CH:6]=[C:5]2[CH3:14].[C:15](O[C:15]([O:17][C:18]([CH3:21])([CH3:20])[CH3:19])=[O:16])([O:17][C:18]([CH3:21])([CH3:20])[CH3:19])=[O:16].[Cl-].[NH4+], predict the reaction product. The product is: [Br:1][C:2]1[CH:3]=[C:4]2[C:9](=[CH:10][CH:11]=1)[N:8]([C:15]([O:17][C:18]([CH3:21])([CH3:20])[CH3:19])=[O:16])[C:7]([CH3:13])([CH3:12])[CH:6]=[C:5]2[CH3:14]. (3) Given the reactants I[C:2]1[CH:7]=[CH:6][C:5]([C:8]([N:10]2[CH2:15][CH2:14][N:13]([C:16]3[C:21]([CH3:22])=[CH:20][C:19]([CH3:23])=[C:18]([CH3:24])[N:17]=3)[CH2:12][CH2:11]2)=[O:9])=[CH:4][CH:3]=1.[S:25]1(=[O:32])(=[O:31])[CH2:30][CH2:29][CH2:28][CH2:27][NH:26]1, predict the reaction product. The product is: [O:31]=[S:25]1(=[O:32])[CH2:30][CH2:29][CH2:28][CH2:27][N:26]1[C:2]1[CH:7]=[CH:6][C:5]([C:8]([N:10]2[CH2:15][CH2:14][N:13]([C:16]3[C:21]([CH3:22])=[CH:20][C:19]([CH3:23])=[C:18]([CH3:24])[N:17]=3)[CH2:12][CH2:11]2)=[O:9])=[CH:4][CH:3]=1. (4) Given the reactants FC(F)(F)C([O-])=O.[CH3:8][C:9]1([CH3:41])[CH2:14][C:13](=[O:15])[CH2:12][CH2:11][CH:10]1[C:16]([C:18]1[S:19][C:20]([C:23]2[CH:24]=[C:25]([NH2+:30][C:31]3[N:36]=[C:35]([C:37]([F:40])([F:39])[F:38])[CH:34]=[CH:33][N:32]=3)[CH:26]=[C:27]([CH3:29])[CH:28]=2)=[CH:21][N:22]=1)=[O:17].[BH4-].[Na+], predict the reaction product. The product is: [OH:17][CH:16]([C:18]1[S:19][C:20]([C:23]2[CH:24]=[C:25]([NH:30][C:31]3[N:36]=[C:35]([C:37]([F:39])([F:40])[F:38])[CH:34]=[CH:33][N:32]=3)[CH:26]=[C:27]([CH3:29])[CH:28]=2)=[CH:21][N:22]=1)[CH:10]1[CH2:11][CH2:12][CH:13]([OH:15])[CH2:14][C:9]1([CH3:8])[CH3:41]. (5) Given the reactants [C:1]([N:8]1[CH2:13][CH2:12][NH:11][CH2:10][CH2:9]1)([O:3][C:4]([CH3:7])([CH3:6])[CH3:5])=[O:2].[CH2:14]([O:21][C:22](=[O:28])[NH:23][CH2:24][C@H:25]1[CH2:27][O:26]1)[C:15]1[CH:20]=[CH:19][CH:18]=[CH:17][CH:16]=1, predict the reaction product. The product is: [C:4]([O:3][C:1]([N:8]1[CH2:9][CH2:10][N:11]([CH2:27][C@@H:25]([OH:26])[CH2:24][NH:23][C:22]([O:21][CH2:14][C:15]2[CH:20]=[CH:19][CH:18]=[CH:17][CH:16]=2)=[O:28])[CH2:12][CH2:13]1)=[O:2])([CH3:7])([CH3:6])[CH3:5]. (6) Given the reactants C([O:3][P:4]([CH2:9][NH:10][CH2:11][C:12]([CH3:35])=[CH:13][CH2:14][C:15]1[C:16]([O:28]CC[Si](C)(C)C)=[C:17]2[C:21](=[C:22]([CH3:26])[C:23]=1[O:24][CH3:25])[CH2:20][O:19][C:18]2=[O:27])(=[O:8])[O:5]CC)C.C[Si](Br)(C)C.N1C(C)=CC=CC=1C, predict the reaction product. The product is: [OH:28][C:16]1[C:15]([CH2:14][CH:13]=[C:12]([CH3:35])[CH2:11][NH:10][CH2:9][P:4](=[O:3])([OH:8])[OH:5])=[C:23]([O:24][CH3:25])[C:22]([CH3:26])=[C:21]2[C:17]=1[C:18](=[O:27])[O:19][CH2:20]2. (7) Given the reactants Cl.[C@@H:2]12[NH:9][C@@H:6]([CH2:7][CH2:8]1)[CH2:5][N:4]([C:10]1[CH:15]=[CH:14][N:13]=[C:12]([NH:16][C:17]3[CH:18]=[C:19]([CH3:27])[C:20]([C:23]([NH:25][CH3:26])=[O:24])=[N:21][CH:22]=3)[N:11]=1)[CH2:3]2.C(N(CC)CC)C.[CH:35]1([C:38](Cl)=[O:39])[CH2:37][CH2:36]1, predict the reaction product. The product is: [CH:35]1([C:38]([N:9]2[C@H:6]3[CH2:7][CH2:8][C@@H:2]2[CH2:3][N:4]([C:10]2[CH:15]=[CH:14][N:13]=[C:12]([NH:16][C:17]4[CH:18]=[C:19]([CH3:27])[C:20]([C:23]([NH:25][CH3:26])=[O:24])=[N:21][CH:22]=4)[N:11]=2)[CH2:5]3)=[O:39])[CH2:37][CH2:36]1. (8) Given the reactants [CH3:1][O:2][C:3](=[O:19])[CH2:4][CH2:5][C:6]1[CH:11]=[CH:10][C:9]([S:12]C(=O)N(C)C)=[CH:8][C:7]=1[CH3:18].C[O-].[Na+].Cl, predict the reaction product. The product is: [CH3:1][O:2][C:3](=[O:19])[CH2:4][CH2:5][C:6]1[CH:11]=[CH:10][C:9]([SH:12])=[CH:8][C:7]=1[CH3:18]. (9) Given the reactants [C:1]1(=[O:10])[C:9]2[C:4](=[CH:5][CH:6]=[CH:7][CH:8]=2)[CH2:3][NH:2]1.Br[CH2:12][C:13]1[CH:18]=[CH:17][C:16]([CH3:19])=[CH:15][CH:14]=1.C([O-])([O-])=O.[Cs+].[Cs+].C1OCCOCCOCCOCCOCCOC1, predict the reaction product. The product is: [CH3:12][C:13]1[CH:18]=[CH:17][C:16]([CH2:19][N:2]2[CH2:3][C:4]3[C:9](=[CH:8][CH:7]=[CH:6][CH:5]=3)[C:1]2=[O:10])=[CH:15][CH:14]=1. (10) Given the reactants [CH3:1][O:2][C:3]1[CH:4]=[CH:5][C:6]2[N:7]=[C:8]([CH3:17])[C:9]3[N:10]([CH:13]=[N:14][C:15]=3[CH3:16])[C:11]=2[N:12]=1.C1C(=O)N([Br:25])C(=O)C1, predict the reaction product. The product is: [Br:25][C:13]1[N:10]2[C:11]3[N:12]=[C:3]([O:2][CH3:1])[CH:4]=[CH:5][C:6]=3[N:7]=[C:8]([CH3:17])[C:9]2=[C:15]([CH3:16])[N:14]=1.